This data is from Forward reaction prediction with 1.9M reactions from USPTO patents (1976-2016). The task is: Predict the product of the given reaction. The product is: [C:1]([N:6]([CH2:23][C:24]1[CH:36]=[CH:35][C:27]([O:28][CH2:29][C:30]([OH:32])=[O:31])=[C:26]([CH3:37])[CH:25]=1)[C:7]1[CH:8]=[C:9]([C:13]2[CH:14]=[CH:15][C:16]([C:19]([F:22])([F:21])[F:20])=[CH:17][CH:18]=2)[CH:10]=[CH:11][CH:12]=1)(=[O:5])[CH2:2][CH2:3][CH3:4]. Given the reactants [C:1]([N:6]([CH2:23][C:24]1[CH:36]=[CH:35][C:27]([O:28][CH2:29][C:30]([O:32]CC)=[O:31])=[C:26]([CH3:37])[CH:25]=1)[C:7]1[CH:8]=[C:9]([C:13]2[CH:18]=[CH:17][C:16]([C:19]([F:22])([F:21])[F:20])=[CH:15][CH:14]=2)[CH:10]=[CH:11][CH:12]=1)(=[O:5])[CH2:2][CH2:3][CH3:4].[OH-].[Na+], predict the reaction product.